Dataset: Forward reaction prediction with 1.9M reactions from USPTO patents (1976-2016). Task: Predict the product of the given reaction. Given the reactants FC(F)(F)C1C=C(NC(=O)NC2C=CC(C3SC(CCC(OC)=O)=NC=3)=CC=2)C=CC=1.[NH2:32][C:33]1[CH:38]=[CH:37][C:36]([C:39]2[S:43][C:42]([CH:44]3[CH2:49][CH2:48][CH:47]([C:50]([O:52][CH3:53])=[O:51])[CH2:46][CH2:45]3)=[N:41][CH:40]=2)=[CH:35][CH:34]=1.[Cl:54][C:55]1[CH:56]=[C:57]([N:61]=[C:62]=[O:63])[CH:58]=[CH:59][CH:60]=1, predict the reaction product. The product is: [Cl:54][C:55]1[CH:56]=[C:57]([NH:61][C:62](=[O:63])[NH:32][C:33]2[CH:34]=[CH:35][C:36]([C:39]3[S:43][C:42]([CH:44]4[CH2:45][CH2:46][CH:47]([C:50]([O:52][CH3:53])=[O:51])[CH2:48][CH2:49]4)=[N:41][CH:40]=3)=[CH:37][CH:38]=2)[CH:58]=[CH:59][CH:60]=1.